This data is from NCI-60 drug combinations with 297,098 pairs across 59 cell lines. The task is: Regression. Given two drug SMILES strings and cell line genomic features, predict the synergy score measuring deviation from expected non-interaction effect. Drug 1: C1=CC(=CC=C1CC(C(=O)O)N)N(CCCl)CCCl.Cl. Drug 2: CS(=O)(=O)CCNCC1=CC=C(O1)C2=CC3=C(C=C2)N=CN=C3NC4=CC(=C(C=C4)OCC5=CC(=CC=C5)F)Cl. Cell line: RXF 393. Synergy scores: CSS=11.5, Synergy_ZIP=-1.54, Synergy_Bliss=3.44, Synergy_Loewe=-2.12, Synergy_HSA=-0.636.